From a dataset of NCI-60 drug combinations with 297,098 pairs across 59 cell lines. Regression. Given two drug SMILES strings and cell line genomic features, predict the synergy score measuring deviation from expected non-interaction effect. (1) Drug 1: CN(C)N=NC1=C(NC=N1)C(=O)N. Drug 2: COC1=C2C(=CC3=C1OC=C3)C=CC(=O)O2. Cell line: 786-0. Synergy scores: CSS=-1.18, Synergy_ZIP=5.79, Synergy_Bliss=-0.269, Synergy_Loewe=-2.47, Synergy_HSA=-1.87. (2) Drug 1: CC1=C(C=C(C=C1)NC(=O)C2=CC=C(C=C2)CN3CCN(CC3)C)NC4=NC=CC(=N4)C5=CN=CC=C5. Drug 2: CC1CCC2CC(C(=CC=CC=CC(CC(C(=O)C(C(C(=CC(C(=O)CC(OC(=O)C3CCCCN3C(=O)C(=O)C1(O2)O)C(C)CC4CCC(C(C4)OC)OCCO)C)C)O)OC)C)C)C)OC. Cell line: MDA-MB-435. Synergy scores: CSS=5.92, Synergy_ZIP=-2.00, Synergy_Bliss=-0.378, Synergy_Loewe=-6.54, Synergy_HSA=0.122. (3) Drug 1: CCCCCOC(=O)NC1=NC(=O)N(C=C1F)C2C(C(C(O2)C)O)O. Drug 2: C(CC(=O)O)C(=O)CN.Cl. Cell line: UACC62. Synergy scores: CSS=-1.25, Synergy_ZIP=3.06, Synergy_Bliss=4.49, Synergy_Loewe=-2.06, Synergy_HSA=-0.555. (4) Drug 1: CCC1=C2CN3C(=CC4=C(C3=O)COC(=O)C4(CC)O)C2=NC5=C1C=C(C=C5)O. Drug 2: CS(=O)(=O)OCCCCOS(=O)(=O)C. Cell line: COLO 205. Synergy scores: CSS=55.6, Synergy_ZIP=-1.87, Synergy_Bliss=-0.459, Synergy_Loewe=-17.4, Synergy_HSA=2.35.